Dataset: Reaction yield outcomes from USPTO patents with 853,638 reactions. Task: Predict the reaction yield, written as a fraction of the theoretical maximum amount of product (1.0 means a 100% yield; for example, 0.34 means a 34% yield). (1) The reactants are [I-].[Cl:2][C:3]1[N:8]=[CH:7][C:6]([CH2:9][N+:10]2[C:11]3[N:12]([N:19]=[C:20]([S:22][CH3:23])[N:21]=3)[C:13](SC)=[CH:14][C:15]=2[CH3:16])=[CH:5][CH:4]=1.[NH3:24].C(O)C.O. The catalyst is C(O)C. The product is [Cl:2][C:3]1[N:8]=[CH:7][C:6]([CH2:9][N:10]2[C:15]([CH3:16])=[CH:14][C:13](=[NH:24])[N:12]3[N:19]=[C:20]([S:22][CH3:23])[N:21]=[C:11]23)=[CH:5][CH:4]=1. The yield is 0.360. (2) The product is [NH2:1][C:2]1[C:3]([Cl:14])=[CH:4][C:5]([CH3:13])=[C:6]2[C:11]=1[CH:10]=[C:9]([OH:12])[CH:8]=[CH:7]2. The reactants are [NH2:1][C:2]1[CH:3]=[CH:4][C:5]([CH3:13])=[C:6]2[C:11]=1[CH:10]=[C:9]([OH:12])[CH:8]=[CH:7]2.[Cl:14]N1C(=O)CCC1=O. The yield is 0.870. The catalyst is O1CCCC1.